Dataset: Forward reaction prediction with 1.9M reactions from USPTO patents (1976-2016). Task: Predict the product of the given reaction. (1) Given the reactants Br[C:2]1[CH:3]=[C:4]2[C:9](=[CH:10][CH:11]=1)[N:8]=[CH:7][C:6]([S:12]([CH3:15])(=[O:14])=[O:13])=[C:5]2[NH:16][CH:17]1[CH2:22][CH2:21][CH:20]([N:23]([CH2:26][CH3:27])[CH2:24][CH3:25])[CH2:19][CH2:18]1.[Cl:28][C:29]1[CH:34]=[C:33](B2OC(C)(C)C(C)(C)O2)[CH:32]=[C:31]([O:44][CH3:45])[C:30]=1[OH:46].[ClH:47], predict the reaction product. The product is: [ClH:28].[ClH:47].[Cl:28][C:29]1[CH:34]=[C:33]([C:2]2[CH:3]=[C:4]3[C:9](=[CH:10][CH:11]=2)[N:8]=[CH:7][C:6]([S:12]([CH3:15])(=[O:14])=[O:13])=[C:5]3[NH:16][CH:17]2[CH2:22][CH2:21][CH:20]([N:23]([CH2:26][CH3:27])[CH2:24][CH3:25])[CH2:19][CH2:18]2)[CH:32]=[C:31]([O:44][CH3:45])[C:30]=1[OH:46]. (2) Given the reactants [Cl:1][C:2]1[CH:3]=[C:4]([NH:9][CH2:10][CH2:11][C:12]([O:14][CH2:15][CH3:16])=[O:13])[CH:5]=[CH:6][C:7]=1[Cl:8].[C:17]([CH2:19][C:20](O)=[O:21])#[N:18].C(N=C=NC(C)C)(C)C.O, predict the reaction product. The product is: [C:17]([CH2:19][C:20]([N:9]([CH2:10][CH2:11][C:12]([O:14][CH2:15][CH3:16])=[O:13])[C:4]1[CH:5]=[CH:6][C:7]([Cl:8])=[C:2]([Cl:1])[CH:3]=1)=[O:21])#[N:18]. (3) Given the reactants [OH:1][N:2]=[C:3]([C:5]1[CH:6]=[CH:7][C:8]2[N:9]([CH:11]=[CH:12][N:13]=2)[CH:10]=1)[NH2:4].[F:14][C:15]1[CH:16]=[N:17][CH:18]=[C:19]([CH:23]=1)[C:20](O)=O.N, predict the reaction product. The product is: [F:14][C:15]1[CH:23]=[C:19]([C:20]2[O:1][N:2]=[C:3]([C:5]3[CH:6]=[CH:7][C:8]4[N:9]([CH:11]=[CH:12][N:13]=4)[CH:10]=3)[N:4]=2)[CH:18]=[N:17][CH:16]=1. (4) Given the reactants C(O)(=O)[C:2]1[CH:7]=[CH:6][CH:5]=[CH:4][CH:3]=1.[NH2:10][C:11]1[CH:16]=[CH:15][CH:14]=[CH:13][CH:12]=1.C[Si](C)(C)N[Si](C)(C)C.[Li].C([N-]C(C)C)(C)C.[Li+], predict the reaction product. The product is: [C:11]1([NH:10][C:2]2[CH:3]=[CH:4][CH:5]=[CH:6][CH:7]=2)[CH:16]=[CH:15][CH:14]=[CH:13][CH:12]=1. (5) Given the reactants [CH2:1]([NH:3][CH2:4][C:5]1[CH:10]=[CH:9][C:8]([C:11]([N:13]2[CH2:19][C:18]3([CH3:21])[CH2:20][CH:14]2[CH2:15][C:16]([CH3:23])([CH3:22])[CH2:17]3)=[O:12])=[CH:7][CH:6]=1)[CH3:2].[CH:24]1([C:29](Cl)=[O:30])[CH2:28][CH2:27][CH2:26][CH2:25]1, predict the reaction product. The product is: [CH2:1]([N:3]([CH2:4][C:5]1[CH:6]=[CH:7][C:8]([C:11]([N:13]2[CH2:19][C:18]3([CH3:21])[CH2:20][CH:14]2[CH2:15][C:16]([CH3:22])([CH3:23])[CH2:17]3)=[O:12])=[CH:9][CH:10]=1)[C:29]([CH:24]1[CH2:28][CH2:27][CH2:26][CH2:25]1)=[O:30])[CH3:2]. (6) Given the reactants [Mg].II.Br[C:5]1[CH:10]=[CH:9][CH:8]=[CH:7][C:6]=1[O:11][C:12]1[CH:17]=[CH:16][CH:15]=[CH:14][CH:13]=1.[Br:18][C:19]1[CH:20]=[C:21]([C:25]([C:27]2[CH:32]=[CH:31][CH:30]=[C:29]([Br:33])[CH:28]=2)=O)[CH:22]=[CH:23][CH:24]=1, predict the reaction product. The product is: [Br:18][C:19]1[CH:20]=[C:21]([C:25]2([C:27]3[CH:32]=[CH:31][CH:30]=[C:29]([Br:33])[CH:28]=3)[C:13]3[CH:14]=[CH:15][CH:16]=[CH:17][C:12]=3[O:11][C:6]3[C:5]2=[CH:10][CH:9]=[CH:8][CH:7]=3)[CH:22]=[CH:23][CH:24]=1. (7) The product is: [CH2:1]([S:4][C@:5]1([C:29]2[CH:30]=[CH:31][C:32]([C:35]3[CH:40]=[CH:39][CH:38]=[CH:37][CH:36]=3)=[CH:33][CH:34]=2)[CH2:9][N:8]([C:10](=[O:24])[C@@H:11]([NH:16][C:17]([O:19][C:20]([CH3:23])([CH3:22])[CH3:21])=[O:18])[C:12]([CH3:13])([CH3:14])[CH3:15])[C@H:7]([C:25]([OH:27])=[O:26])[CH2:6]1)[CH:2]=[CH2:3]. Given the reactants [CH2:1]([S:4][C@:5]1([C:29]2[CH:34]=[CH:33][C:32]([C:35]3[CH:40]=[CH:39][CH:38]=[CH:37][CH:36]=3)=[CH:31][CH:30]=2)[CH2:9][N:8]([C:10](=[O:24])[C@@H:11]([NH:16][C:17]([O:19][C:20]([CH3:23])([CH3:22])[CH3:21])=[O:18])[C:12]([CH3:15])([CH3:14])[CH3:13])[C@H:7]([C:25]([O:27]C)=[O:26])[CH2:6]1)[CH:2]=[CH2:3].O.[OH-].[Li+], predict the reaction product. (8) Given the reactants [CH3:1][C:2]1[CH:3]=[C:4]([O:9][CH3:10])[CH:5]=[C:6]([CH3:8])[CH:7]=1.[Br:11]N1C(=O)CCC1=O, predict the reaction product. The product is: [Br:11][CH2:1][C:2]1[CH:7]=[C:6]([CH3:8])[CH:5]=[C:4]([O:9][CH3:10])[CH:3]=1. (9) Given the reactants [CH3:1][S:2](Cl)(=[O:4])=[O:3].[F:6][CH:7]([F:39])[C:8]1[N:12]([C:13]2[N:18]=[C:17]([N:19]3[CH2:24][CH2:23][NH:22][CH2:21][CH2:20]3)[N:16]=[C:15]([N:25]3[CH2:31][CH:30]4[O:32][CH:27]([CH2:28][CH2:29]4)[CH2:26]3)[N:14]=2)[C:11]2[CH:33]=[CH:34][CH:35]=[C:36]([O:37][CH3:38])[C:10]=2[N:9]=1.C([O-])([O-])=O.[K+].[K+].O, predict the reaction product. The product is: [F:39][CH:7]([F:6])[C:8]1[N:12]([C:13]2[N:18]=[C:17]([N:19]3[CH2:24][CH2:23][N:22]([S:2]([CH3:1])(=[O:4])=[O:3])[CH2:21][CH2:20]3)[N:16]=[C:15]([N:25]3[CH2:31][CH:30]4[O:32][CH:27]([CH2:28][CH2:29]4)[CH2:26]3)[N:14]=2)[C:11]2[CH:33]=[CH:34][CH:35]=[C:36]([O:37][CH3:38])[C:10]=2[N:9]=1.